This data is from Full USPTO retrosynthesis dataset with 1.9M reactions from patents (1976-2016). The task is: Predict the reactants needed to synthesize the given product. (1) Given the product [CH3:28][N:4]1[C:3]([CH2:2][N:29]2[CH2:33][CH2:32][C@H:31]([CH2:34][OH:35])[CH2:30]2)=[N:11][C:10]2[C:5]1=[N:6][C:7]([N:18]1[C:22]3[CH:23]=[CH:24][CH:25]=[CH:26][C:21]=3[N:20]=[C:19]1[CH3:27])=[N:8][C:9]=2[N:12]1[CH2:17][CH2:16][O:15][CH2:14][CH2:13]1, predict the reactants needed to synthesize it. The reactants are: Br[CH2:2][C:3]1[N:4]([CH3:28])[C:5]2[C:10]([N:11]=1)=[C:9]([N:12]1[CH2:17][CH2:16][O:15][CH2:14][CH2:13]1)[N:8]=[C:7]([N:18]1[C:22]3[CH:23]=[CH:24][CH:25]=[CH:26][C:21]=3[N:20]=[C:19]1[CH3:27])[N:6]=2.[NH:29]1[CH2:33][CH2:32][C@H:31]([CH2:34][OH:35])[CH2:30]1. (2) Given the product [CH2:1]([N:8]1[CH2:13][CH2:12][O:11][CH:10]([C:14](=[N:17][OH:18])[NH2:15])[CH2:9]1)[C:2]1[CH:3]=[CH:4][CH:5]=[CH:6][CH:7]=1, predict the reactants needed to synthesize it. The reactants are: [CH2:1]([N:8]1[CH2:13][CH2:12][O:11][CH:10]([C:14]#[N:15])[CH2:9]1)[C:2]1[CH:7]=[CH:6][CH:5]=[CH:4][CH:3]=1.Cl.[NH2:17][OH:18].[OH-].[Na+]. (3) The reactants are: [CH2:1]([C:3]1[CH:8]=[CH:7][C:6]([C:9]2[CH:14]=[CH:13][C:12]([C:15]3[Se:19][C:18]([CH:20]=O)=[CH:17][CH:16]=3)=[C:11]([F:22])[CH:10]=2)=[CH:5][CH:4]=1)[CH3:2].[CH3:23]C(C)([O-])C.[K+].O.Cl. Given the product [CH2:1]([C:3]1[CH:8]=[CH:7][C:6]([C:9]2[CH:14]=[CH:13][C:12]([C:15]3[Se:19][C:18]([CH:20]=[CH2:23])=[CH:17][CH:16]=3)=[C:11]([F:22])[CH:10]=2)=[CH:5][CH:4]=1)[CH3:2], predict the reactants needed to synthesize it.